Dataset: Reaction yield outcomes from USPTO patents with 853,638 reactions. Task: Predict the reaction yield, written as a fraction of the theoretical maximum amount of product (1.0 means a 100% yield; for example, 0.34 means a 34% yield). The reactants are ClC(Cl)(O[C:5](=[O:11])OC(Cl)(Cl)Cl)Cl.[NH2:13][C:14]1[S:15][C:16]([CH3:24])=[C:17]([CH3:23])[C:18]=1[C:19](=[O:22])[CH2:20][CH3:21].CC[N:27](C(C)C)C(C)C.N. The catalyst is ClCCl. The product is [CH3:23][C:17]1[C:18]([C:19](=[O:22])[CH2:20][CH3:21])=[C:14]([NH:13][C:5]([NH2:27])=[O:11])[S:15][C:16]=1[CH3:24]. The yield is 0.300.